Dataset: Catalyst prediction with 721,799 reactions and 888 catalyst types from USPTO. Task: Predict which catalyst facilitates the given reaction. (1) Reactant: [CH2:1]([C:3]1[S:38][C:6]2[N:7]([CH2:23][C:24]3[CH:29]=[CH:28][C:27]([C:30]4[C:31]([C:36]#[N:37])=[CH:32][CH:33]=[CH:34][CH:35]=4)=[CH:26][CH:25]=3)[C:8](=[O:22])[N:9]([CH2:12][C:13]([C:15]3[CH:20]=[CH:19][C:18]([OH:21])=[CH:17][CH:16]=3)=[O:14])[C:10](=[O:11])[C:5]=2[CH:4]=1)[CH3:2].Cl.Cl[CH2:41][CH2:42][N:43]([CH3:45])[CH3:44].CN(C)C=O.C(=O)([O-])[O-].[Cs+].[Cs+]. Product: [CH3:44][N:43]([CH3:45])[CH2:42][CH2:41][O:21][C:18]1[CH:17]=[CH:16][C:15]([C:13](=[O:14])[CH2:12][N:9]2[C:10](=[O:11])[C:5]3[CH:4]=[C:3]([CH2:1][CH3:2])[S:38][C:6]=3[N:7]([CH2:23][C:24]3[CH:29]=[CH:28][C:27]([C:30]4[C:31]([C:36]#[N:37])=[CH:32][CH:33]=[CH:34][CH:35]=4)=[CH:26][CH:25]=3)[C:8]2=[O:22])=[CH:20][CH:19]=1. The catalyst class is: 69. (2) Reactant: [CH3:1][O:2][C:3]([C:5]1[C:10](Br)=[C:9]([NH2:12])[CH:8]=[C:7]([Cl:13])[N:6]=1)=[O:4].[CH3:14][Sn](C)(C)C. Product: [CH3:1][O:2][C:3]([C:5]1[C:10]([CH3:14])=[C:9]([NH2:12])[CH:8]=[C:7]([Cl:13])[N:6]=1)=[O:4]. The catalyst class is: 233. (3) Reactant: [NH2:1][C:2]1[C:11]([N+:12]([O-:14])=[O:13])=[CH:10][C:5]([C:6]([O:8][CH3:9])=[O:7])=[C:4](F)[C:3]=1[F:16].O1CCOCC1.[NH3:23]. Product: [NH2:23][C:4]1[C:3]([F:16])=[C:2]([NH2:1])[C:11]([N+:12]([O-:14])=[O:13])=[CH:10][C:5]=1[C:6]([O:8][CH3:9])=[O:7]. The catalyst class is: 6. (4) Reactant: [OH:1][C:2]1[CH:3]=[C:4]([CH:7]=[CH:8][C:9]=1[O:10][CH3:11])[CH:5]=[O:6].I[CH2:13][C:14]([F:17])([F:16])[F:15].C(=O)([O-])[O-].[K+].[K+].O. Product: [CH3:11][O:10][C:9]1[CH:8]=[CH:7][C:4]([CH:5]=[O:6])=[CH:3][C:2]=1[O:1][CH2:13][C:14]([F:17])([F:16])[F:15]. The catalyst class is: 9.